Dataset: Forward reaction prediction with 1.9M reactions from USPTO patents (1976-2016). Task: Predict the product of the given reaction. (1) Given the reactants [S:1]([CH2:11][CH2:12][O:13][C:14](=[O:18])[C:15]([CH3:17])=[CH2:16])([C:4]1[CH:10]=[CH:9][C:7]([CH3:8])=[CH:6][CH:5]=1)(=[O:3])=[O:2].[OH:19][CH2:20][CH2:21][O:22][C:23](=[O:27])[C:24]([CH3:26])=[CH2:25].[CH3:28][O:29][C:30](=[O:33])[CH:31]=[CH2:32].[CH2:34]([O:38][C:39](=[O:43])[C:40]([CH3:42])=[CH2:41])[CH:35]1[O:37][CH2:36]1.CC(N=NC(C#N)(C)C)(C#N)C, predict the reaction product. The product is: [S:1]([CH2:11][CH2:12][O:13][C:14](=[O:18])[C:15]([CH3:17])=[CH2:16])([C:4]1[CH:5]=[CH:6][C:7]([CH3:8])=[CH:9][CH:10]=1)(=[O:3])=[O:2].[OH:19][CH2:20][CH2:21][O:22][C:23](=[O:27])[C:24]([CH3:26])=[CH2:25].[CH3:28][O:29][C:30](=[O:33])[CH:31]=[CH2:32].[CH2:34]([O:38][C:39](=[O:43])[C:40]([CH3:42])=[CH2:41])[CH:35]1[O:37][CH2:36]1. (2) Given the reactants CC1C=CC([C:6](O)=[O:7])=CN=1.[CH3:11][N:12]([CH3:18])[C@@H:13]1[CH2:17][CH2:16][NH:15][CH2:14]1.[CH3:19][CH:20]1[CH2:24][CH2:23][CH2:22][NH:21]1, predict the reaction product. The product is: [C:6]([N:15]1[CH2:16][CH2:17][C@@H:13]([N:12]([CH3:18])[CH3:11])[CH2:14]1)(=[O:7])[C:24]1[CH:19]=[CH:20][N:21]=[CH:22][CH:23]=1. (3) Given the reactants C([O:3][C:4](=[O:17])[CH2:5][CH2:6][NH:7][C:8]([C:10]1[NH:11][C:12]([Br:16])=[C:13]([Br:15])[CH:14]=1)=[O:9])C.[OH-].[K+], predict the reaction product. The product is: [Br:15][C:13]1[CH:14]=[C:10]([C:8]([NH:7][CH2:6][CH2:5][C:4]([OH:17])=[O:3])=[O:9])[NH:11][C:12]=1[Br:16]. (4) Given the reactants [CH:1]1([CH2:7][CH2:8][O:9][C:10]2[CH:17]=[CH:16][C:13]([CH:14]=O)=[CH:12][N:11]=2)[CH2:6][CH2:5][CH2:4][CH2:3][CH2:2]1.[N:18]1[CH:23]=[CH:22][CH:21]=[C:20]([NH:24][C:25]([N:27]2[CH2:32][CH2:31][NH:30][CH2:29][CH2:28]2)=[O:26])[CH:19]=1.[BH-](OC(C)=O)(OC(C)=O)OC(C)=O.[Na+].[OH-].[Na+], predict the reaction product. The product is: [CH:1]1([CH2:7][CH2:8][O:9][C:10]2[N:11]=[CH:12][C:13]([CH2:14][N:30]3[CH2:31][CH2:32][N:27]([C:25]([NH:24][C:20]4[CH:19]=[N:18][CH:23]=[CH:22][CH:21]=4)=[O:26])[CH2:28][CH2:29]3)=[CH:16][CH:17]=2)[CH2:6][CH2:5][CH2:4][CH2:3][CH2:2]1. (5) The product is: [CH2:13]([O:6][C:5]1[C:7]([Cl:9])=[CH:8][C:2]([Cl:1])=[C:3]([OH:10])[CH:4]=1)[CH:12]=[CH2:11]. Given the reactants [Cl:1][C:2]1[CH:8]=[C:7]([Cl:9])[C:5]([OH:6])=[CH:4][C:3]=1[OH:10].[CH2:11](Br)[CH:12]=[CH2:13].C(=O)([O-])[O-].[K+].[K+], predict the reaction product.